Dataset: Forward reaction prediction with 1.9M reactions from USPTO patents (1976-2016). Task: Predict the product of the given reaction. (1) Given the reactants [OH:1][C:2]1[CH:7]=[CH:6][C:5]([C:8]2[CH:9]=[C:10]3[C:15](=[CH:16][CH:17]=2)[N:14]=[C:13]([C:18]([O:20][CH3:21])=[O:19])[CH:12]=[CH:11]3)=[CH:4][CH:3]=1.C1(P(C2C=CC=CC=2)C2C=CC=CC=2)C=CC=CC=1.[Cl:41][C:42]1[CH:47]=[CH:46][CH:45]=[C:44]([Cl:48])[C:43]=1[C:49]1[C:53]([CH2:54]O)=[C:52]([C@@H:56]([CH3:59])[CH2:57][CH3:58])[O:51][N:50]=1.N(C(OC(C)C)=O)=NC(OC(C)C)=O, predict the reaction product. The product is: [Cl:48][C:44]1[CH:45]=[CH:46][CH:47]=[C:42]([Cl:41])[C:43]=1[C:49]1[C:53]([CH2:54][O:1][C:2]2[CH:7]=[CH:6][C:5]([C:8]3[CH:9]=[C:10]4[C:15](=[CH:16][CH:17]=3)[N:14]=[C:13]([C:18]([O:20][CH3:21])=[O:19])[CH:12]=[CH:11]4)=[CH:4][CH:3]=2)=[C:52]([C@@H:56]([CH3:59])[CH2:57][CH3:58])[O:51][N:50]=1. (2) Given the reactants Br.Cl[C:3]1[C:4]2[CH2:15][CH2:14][CH2:13][C:5]=2[C:6]2[N:7]([C:9]([NH2:12])=[N:10][N:11]=2)[N:8]=1.[O-:16][CH2:17][CH3:18].[Na+], predict the reaction product. The product is: [CH2:17]([O:16][C:3]1[C:4]2[CH2:15][CH2:14][CH2:13][C:5]=2[C:6]2[N:7]([C:9]([NH2:12])=[N:10][N:11]=2)[N:8]=1)[CH3:18]. (3) The product is: [Cl:24][C:19]1[CH:20]=[CH:21][CH:22]=[CH:23][C:18]=1[CH2:17][N:10]1[C:11]2[C:16](=[CH:15][CH:14]=[CH:13][CH:12]=2)[C:8]([C:5]2[CH:6]=[CH:7][C:2]([NH:1][C:45](=[O:47])[CH3:46])=[CH:3][CH:4]=2)([C:26]2[CH:27]=[C:28]([CH3:35])[C:29]([O:33][CH3:34])=[C:30]([CH3:32])[CH:31]=2)[C:9]1=[O:25]. Given the reactants [NH2:1][C:2]1[CH:7]=[CH:6][C:5]([C:8]2([C:26]3[CH:31]=[C:30]([CH3:32])[C:29]([O:33][CH3:34])=[C:28]([CH3:35])[CH:27]=3)[C:16]3[C:11](=[CH:12][CH:13]=[CH:14][CH:15]=3)[N:10]([CH2:17][C:18]3[CH:23]=[CH:22][CH:21]=[CH:20][C:19]=3[Cl:24])[C:9]2=[O:25])=[CH:4][CH:3]=1.C(N(CC)C(C)C)(C)C.[C:45](Cl)(=[O:47])[CH3:46], predict the reaction product. (4) The product is: [Cl:15][C:13]1[CH:14]=[CH:9][C:1]([O:4][C:5]2[CH:3]=[CH:2][C:1]([OH:4])=[C:7]([CH2:7][CH:6]=[CH2:5])[CH:6]=2)=[CH:2][CH:3]=1. Given the reactants [CH2:1]([O:4][CH2:5][CH:6]=[CH2:7])[CH:2]=[CH2:3].Cl[C:9]1[CH:14]=[C:13]([Cl:15])C=C(Cl)C=1, predict the reaction product. (5) Given the reactants C([O:9][CH2:10][CH2:11][CH2:12][C:13]#[N:14])(=O)C1C=CC=CC=1.[OH-].[Na+].Cl.[C:18](Cl)([C:31]1[CH:36]=[CH:35][CH:34]=[CH:33][CH:32]=1)([C:25]1[CH:30]=[CH:29][CH:28]=[CH:27][CH:26]=1)[C:19]1[CH:24]=[CH:23][CH:22]=[CH:21][CH:20]=1, predict the reaction product. The product is: [C:18]([O:9][CH2:10][CH2:11][CH2:12][C:13]#[N:14])([C:31]1[CH:36]=[CH:35][CH:34]=[CH:33][CH:32]=1)([C:25]1[CH:30]=[CH:29][CH:28]=[CH:27][CH:26]=1)[C:19]1[CH:24]=[CH:23][CH:22]=[CH:21][CH:20]=1. (6) Given the reactants [I:1][C:2]1[C:10]2[C:5](=[CH:6][CH:7]=[CH:8][C:9]=2[N+:11]([O-:13])=[O:12])[NH:4][N:3]=1.C(N=C(N(C)C)N(C)C)(C)(C)C.Cl[CH2:27][C:28]1[CH:29]=[C:30]([CH:36]=[CH:37][CH:38]=1)[C:31]([N:33]([CH3:35])[CH3:34])=[O:32], predict the reaction product. The product is: [I:1][C:2]1[C:10]2[C:5](=[CH:6][CH:7]=[CH:8][C:9]=2[N+:11]([O-:13])=[O:12])[N:4]([CH2:27][C:28]2[CH:29]=[C:30]([CH:36]=[CH:37][CH:38]=2)[C:31]([N:33]([CH3:35])[CH3:34])=[O:32])[N:3]=1.